Dataset: Catalyst prediction with 721,799 reactions and 888 catalyst types from USPTO. Task: Predict which catalyst facilitates the given reaction. (1) Reactant: [OH:1][N:2]1[C:10](=[O:11])[C:9]2[C:4](=[CH:5][CH:6]=[CH:7][CH:8]=2)[C:3]1=[O:12].O[C:14]1[C:22]2[CH2:21][CH2:20][N:19]([C:23]([O:25][C:26]([CH3:29])([CH3:28])[CH3:27])=[O:24])[CH2:18][C:17]=2[N:16]([CH3:30])[N:15]=1.C1(P(C2C=CC=CC=2)C2C=CC=CC=2)C=CC=CC=1.CC(OC(/N=N/C(OC(C)C)=O)=O)C. Product: [O:12]=[C:3]1[C:4]2[C:9](=[CH:8][CH:7]=[CH:6][CH:5]=2)[C:10](=[O:11])[N:2]1[O:1][CH:21]1[CH2:20][N:19]([C:23]([O:25][C:26]([CH3:27])([CH3:28])[CH3:29])=[O:24])[CH2:18][C:17]2[N:16]([CH3:30])[N:15]=[CH:14][C:22]1=2. The catalyst class is: 1. (2) Reactant: [F:1][CH2:2][CH:3]([N:6]1[CH2:11][CH2:10][O:9][CH:8]([CH2:12][NH:13]C(=O)OC(C)(C)C)[CH2:7]1)[CH2:4][F:5].Cl. Product: [F:5][CH2:4][CH:3]([N:6]1[CH2:11][CH2:10][O:9][CH:8]([CH2:12][NH2:13])[CH2:7]1)[CH2:2][F:1]. The catalyst class is: 12.